The task is: Binary Classification. Given a drug SMILES string, predict its activity (active/inactive) in a high-throughput screening assay against a specified biological target.. This data is from M1 muscarinic receptor agonist screen with 61,833 compounds. (1) The molecule is S(=O)(=O)(NCc1ccc(cc1)C(O)=O)c1ccc(OC)cc1. The result is 0 (inactive). (2) The drug is Brc1cc(C2N3CCCCCC3=NS(=O)(=O)N2)cc(OC)c1OCC. The result is 0 (inactive). (3) The drug is O=C1N(CC(C1)C(=O)NCC)c1ccc(OCC)cc1. The result is 0 (inactive). (4) The drug is Clc1ccc(n2nnnc2SCC(=O)NC(OCC)=O)cc1. The result is 0 (inactive). (5) The result is 0 (inactive). The molecule is S(CCCCCC)c1n(c2c(n(c(=O)[nH]c2=O)C)n1)C. (6) The molecule is Brc1ccc(NC(NC(=O)C)(C(F)(F)F)C(OC)=O)nc1. The result is 0 (inactive). (7) The drug is S(=O)(=O)(N(C(C(=O)NC1CCCCCC1)C)c1ccc(OC)cc1)C. The result is 0 (inactive). (8) The compound is o1c2nc(c3c(CCCC3)c2c2ncnc(N3CCNCC3)c12)CCC. The result is 0 (inactive).